Dataset: Reaction yield outcomes from USPTO patents with 853,638 reactions. Task: Predict the reaction yield, written as a fraction of the theoretical maximum amount of product (1.0 means a 100% yield; for example, 0.34 means a 34% yield). (1) The reactants are Cl[C:2]1[CH:11]=[C:10]([Cl:12])[C:9]2[C:4](=[CH:5][C:6]([O:13][CH3:14])=[CH:7][CH:8]=2)[N:3]=1.[CH:15]([NH:18][C:19]1[CH:23]=[CH:22][NH:21][N:20]=1)([CH3:17])[CH3:16]. The catalyst is ClCCl. The product is [Cl:12][C:10]1[C:9]2[C:4](=[CH:5][C:6]([O:13][CH3:14])=[CH:7][CH:8]=2)[N:3]=[C:2]([N:21]2[CH:22]=[CH:23][C:19]([NH:18][CH:15]([CH3:17])[CH3:16])=[N:20]2)[CH:11]=1. The yield is 0.820. (2) The reactants are [C:1]([NH:4][C@H:5]([C:14]([OH:16])=[O:15])[CH2:6][C:7]1[CH:12]=[CH:11][C:10]([OH:13])=[CH:9][CH:8]=1)(=[O:3])[CH3:2].C(N(C(C)C)C(C)C)C.CS(O[CH2:31][CH2:32][C:33]1[CH:38]=[CH:37][C:36]([CH2:39][CH3:40])=[CH:35][N:34]=1)(=O)=O. The catalyst is C(O)(C)C.C1(C)C=CC=CC=1. The product is [C:1]([NH:4][CH:5]([CH2:6][C:7]1[CH:12]=[CH:11][C:10]([O:13][CH2:31][CH2:32][C:33]2[CH:38]=[CH:37][C:36]([CH2:39][CH3:40])=[CH:35][N:34]=2)=[CH:9][CH:8]=1)[C:14]([OH:16])=[O:15])(=[O:3])[CH3:2]. The yield is 0.690. (3) The reactants are [CH:1]1[C:13]2[NH:12][C:11]3[C:6](=[CH:7][CH:8]=[CH:9][CH:10]=3)[C:5]=2[CH:4]=[CH:3][CH:2]=1.Br[C:15]1[CH:20]=[CH:19][C:18]([O:21][CH3:22])=[CH:17][CH:16]=1.C([O-])([O-])=O.[K+].[K+]. The catalyst is C1(C)C=CC=CC=1. The product is [CH3:22][O:21][C:18]1[CH:19]=[CH:20][C:15]([N:12]2[C:11]3[CH:10]=[CH:9][CH:8]=[CH:7][C:6]=3[C:5]3[C:13]2=[CH:1][CH:2]=[CH:3][CH:4]=3)=[CH:16][CH:17]=1. The yield is 0.730. (4) The reactants are Br[C:2]1[CH:3]=[C:4]([NH:10][C:11]2[CH:19]=[C:14]3[CH2:15][O:16][CH2:17][CH2:18][N:13]3[N:12]=2)[C:5](=[O:9])[N:6]([CH3:8])[CH:7]=1.[B:20]1([B:20]2[O:24][C:23]([CH3:26])([CH3:25])[C:22]([CH3:28])([CH3:27])[O:21]2)[O:24][C:23]([CH3:26])([CH3:25])[C:22]([CH3:28])([CH3:27])[O:21]1.CC([O-])=O.[K+]. The catalyst is O1CCOCC1.C1C=CC(P(C2C=CC=CC=2)[C-]2C=CC=C2)=CC=1.C1C=CC(P(C2C=CC=CC=2)[C-]2C=CC=C2)=CC=1.Cl[Pd]Cl.[Fe+2]. The product is [N:12]1[N:13]2[C:14]([CH2:15][O:16][CH2:17][CH2:18]2)=[CH:19][C:11]=1[NH:10][C:4]1[C:5](=[O:9])[N:6]([CH3:8])[CH:7]=[C:2]([B:20]2[O:24][C:23]([CH3:26])([CH3:25])[C:22]([CH3:28])([CH3:27])[O:21]2)[CH:3]=1. The yield is 0.300.